Dataset: NCI-60 drug combinations with 297,098 pairs across 59 cell lines. Task: Regression. Given two drug SMILES strings and cell line genomic features, predict the synergy score measuring deviation from expected non-interaction effect. Drug 1: CC1=C2C(C(=O)C3(C(CC4C(C3C(C(C2(C)C)(CC1OC(=O)C(C(C5=CC=CC=C5)NC(=O)C6=CC=CC=C6)O)O)OC(=O)C7=CC=CC=C7)(CO4)OC(=O)C)O)C)OC(=O)C. Drug 2: C1CNP(=O)(OC1)N(CCCl)CCCl. Cell line: BT-549. Synergy scores: CSS=22.7, Synergy_ZIP=1.44, Synergy_Bliss=0.479, Synergy_Loewe=-36.6, Synergy_HSA=0.298.